Dataset: Reaction yield outcomes from USPTO patents with 853,638 reactions. Task: Predict the reaction yield, written as a fraction of the theoretical maximum amount of product (1.0 means a 100% yield; for example, 0.34 means a 34% yield). (1) The reactants are C([O:4][C@H:5]1[C@H:10]([O:11][C:12](=[O:19])[C:13]2[CH:18]=[CH:17][CH:16]=[CH:15][CH:14]=2)[C@@H:9]([CH2:20][O:21][C:22](=[O:29])[C:23]2[CH:28]=[CH:27][CH:26]=[CH:25][CH:24]=2)[O:8][C@H:7]([O:30][C@H:31]2[C@H:36]([O:37][C:38](=[O:45])[C:39]3[CH:44]=[CH:43][CH:42]=[CH:41][CH:40]=3)[C@@H:35]([CH2:46][O:47][C:48](=[O:55])[C:49]3[CH:54]=[CH:53][CH:52]=[CH:51][CH:50]=3)[O:34][C@H:33]([O:56][C@H:57]3[C@@H:70]([O:71][CH2:72][C:73]4[CH:78]=[CH:77][CH:76]=[CH:75][CH:74]=4)[C@H:69]([O:79][CH2:80][C:81]4[CH:86]=[CH:85][CH:84]=[CH:83][CH:82]=4)[C@@H:68]([CH2:87][O:88][CH2:89][C:90]4[CH:95]=[CH:94][CH:93]=[CH:92][CH:91]=4)[O:67][C@@H:58]3[O:59][CH2:60][C:61]3[CH:66]=[CH:65][CH:64]=[CH:63][CH:62]=3)[C@H:32]2[O:96][C:97](=[O:104])[C:98]2[CH:103]=[CH:102][CH:101]=[CH:100][CH:99]=2)[C@H:6]1[O:105][C:106](=[O:113])[C:107]1[CH:112]=[CH:111][CH:110]=[CH:109][CH:108]=1)C=C. The catalyst is CO.ClCCCl.Cl[Pd]Cl. The product is [C:106]([O:105][C@H:6]1[C@@H:5]([OH:4])[C@H:10]([O:11][C:12](=[O:19])[C:13]2[CH:14]=[CH:15][CH:16]=[CH:17][CH:18]=2)[C@@H:9]([CH2:20][O:21][C:22](=[O:29])[C:23]2[CH:24]=[CH:25][CH:26]=[CH:27][CH:28]=2)[O:8][C@@H:7]1[O:30][C@H:31]1[C@H:36]([O:37][C:38](=[O:45])[C:39]2[CH:40]=[CH:41][CH:42]=[CH:43][CH:44]=2)[C@@H:35]([CH2:46][O:47][C:48](=[O:55])[C:49]2[CH:54]=[CH:53][CH:52]=[CH:51][CH:50]=2)[O:34][C@H:33]([O:56][C@H:57]2[C@@H:70]([O:71][CH2:72][C:73]3[CH:74]=[CH:75][CH:76]=[CH:77][CH:78]=3)[C@H:69]([O:79][CH2:80][C:81]3[CH:82]=[CH:83][CH:84]=[CH:85][CH:86]=3)[C@@H:68]([CH2:87][O:88][CH2:89][C:90]3[CH:95]=[CH:94][CH:93]=[CH:92][CH:91]=3)[O:67][C@@H:58]2[O:59][CH2:60][C:61]2[CH:62]=[CH:63][CH:64]=[CH:65][CH:66]=2)[C@H:32]1[O:96][C:97](=[O:104])[C:98]1[CH:103]=[CH:102][CH:101]=[CH:100][CH:99]=1)(=[O:113])[C:107]1[CH:108]=[CH:109][CH:110]=[CH:111][CH:112]=1. The yield is 0.840. (2) The catalyst is C(O)(=O)C. The product is [Br:8][C:9]1[CH:10]=[C:11]([C:16]2[N:2]([CH3:1])[N:3]=[C:4]([C:5](=[O:7])[CH3:6])[C:17]=2[OH:18])[CH:12]=[CH:13][C:14]=1[F:15]. The reactants are [CH3:1][NH:2][N:3]=[CH:4][C:5](=[O:7])[CH3:6].[Br:8][C:9]1[CH:10]=[C:11]([C:16](=O)[CH:17]=[O:18])[CH:12]=[CH:13][C:14]=1[F:15].C(Cl)(Cl)Cl.CCCCCC.C(OCC)(=O)C. The yield is 0.0500. (3) The reactants are [S:1]1[CH:5]=[CH:4][CH:3]=[C:2]1[S:6][CH2:7][C:8]([CH3:10])=O. The catalyst is ClC1C=CC=CC=1. The product is [CH3:10][C:8]1[C:3]2[CH:4]=[CH:5][S:1][C:2]=2[S:6][CH:7]=1. The yield is 0.420. (4) The reactants are [C:1](O)([C:3](F)(F)F)=[O:2].C(Cl)(=O)C.BrC1[CH:18]=[CH:17][C:16]([CH2:19][C:20]([C:22]2[CH:27]=[CH:26][C:25]([CH2:28][CH2:29][CH2:30][CH3:31])=[CH:24][CH:23]=2)=O)=[CH:15][CH:14]=1. No catalyst specified. The product is [CH2:28]([C:25]1[CH:26]=[CH:27][C:22]([C:20]#[C:19][C:16]2[CH:15]=[CH:14][C:3]([CH:1]=[O:2])=[CH:18][CH:17]=2)=[CH:23][CH:24]=1)[CH2:29][CH2:30][CH3:31]. The yield is 0.950. (5) The reactants are [NH2:1][C:2]1[N:7]=[C:6]([C:8]([O:10][CH2:11][CH3:12])=[O:9])[CH:5]=[CH:4][CH:3]=1.[C:13](O[C:13]([O:15][C:16]([CH3:19])([CH3:18])[CH3:17])=[O:14])([O:15][C:16]([CH3:19])([CH3:18])[CH3:17])=[O:14]. The catalyst is CN(C1C=CN=CC=1)C.C1COCC1. The product is [C:16]([O:15][C:13]([NH:1][C:2]1[N:7]=[C:6]([C:8]([O:10][CH2:11][CH3:12])=[O:9])[CH:5]=[CH:4][CH:3]=1)=[O:14])([CH3:19])([CH3:18])[CH3:17]. The yield is 1.00.